Task: Predict the product of the given reaction.. Dataset: Forward reaction prediction with 1.9M reactions from USPTO patents (1976-2016) (1) Given the reactants [F:1][C:2]1[CH:7]=[CH:6][C:5]([C:8](=O)[CH:9]([C:16]2[CH:21]=[CH:20][CH:19]=[CH:18][CH:17]=2)[CH2:10][C:11](=O)[CH:12]([CH3:14])[CH3:13])=[CH:4][CH:3]=1.[NH2:23][CH2:24][CH2:25][C@H:26]1[O:31][C:30]2([CH2:36][CH2:35][CH2:34][CH2:33][CH2:32]2)[O:29][C@@H:28]([CH2:37][C:38]([O:40][CH2:41][CH3:42])=[O:39])[CH2:27]1, predict the reaction product. The product is: [F:1][C:2]1[CH:7]=[CH:6][C:5]([C:8]2[N:23]([CH2:24][CH2:25][C@H:26]3[O:31][C:30]4([CH2:36][CH2:35][CH2:34][CH2:33][CH2:32]4)[O:29][C@@H:28]([CH2:37][C:38]([O:40][CH2:41][CH3:42])=[O:39])[CH2:27]3)[C:11]([CH:12]([CH3:14])[CH3:13])=[CH:10][C:9]=2[C:16]2[CH:21]=[CH:20][CH:19]=[CH:18][CH:17]=2)=[CH:4][CH:3]=1. (2) Given the reactants [CH3:1][O:2][C:3]1[CH:12]=[CH:11][C:6]([C:7]([NH:9][CH3:10])=[O:8])=[CH:5][C:4]=1[N+:13]([O-])=O.[Sn](Cl)(Cl)(Cl)Cl.[OH-].[Na+], predict the reaction product. The product is: [NH2:13][C:4]1[CH:5]=[C:6]([CH:11]=[CH:12][C:3]=1[O:2][CH3:1])[C:7]([NH:9][CH3:10])=[O:8]. (3) Given the reactants [Cl:1][C:2]1[CH:7]=[CH:6][C:5]([CH:8]([C:20]2[CH:25]=[CH:24][CH:23]=[CH:22][CH:21]=2)[NH:9][C:10](=[O:19])[CH2:11][C:12]2[CH:17]=[CH:16][C:15]([OH:18])=[CH:14][CH:13]=2)=[CH:4][CH:3]=1.[H-].[Na+].Cl[CH2:29][C:30]1[CH:34]=[C:33]([CH3:35])[O:32][N:31]=1, predict the reaction product. The product is: [Cl:1][C:2]1[CH:7]=[CH:6][C:5]([CH:8]([C:20]2[CH:21]=[CH:22][CH:23]=[CH:24][CH:25]=2)[NH:9][C:10](=[O:19])[CH2:11][C:12]2[CH:17]=[CH:16][C:15]([O:18][CH2:29][C:30]3[CH:34]=[C:33]([CH3:35])[O:32][N:31]=3)=[CH:14][CH:13]=2)=[CH:4][CH:3]=1.